Task: Binary Classification. Given a T-cell receptor sequence (or CDR3 region) and an epitope sequence, predict whether binding occurs between them.. Dataset: TCR-epitope binding with 47,182 pairs between 192 epitopes and 23,139 TCRs (1) The TCR CDR3 sequence is CASSQILSAEGLNTEAFF. The epitope is ITEEVGHTDLMAAY. Result: 1 (the TCR binds to the epitope). (2) The epitope is LPAADLDDF. The TCR CDR3 sequence is CASSLRTAYYNEQFF. Result: 1 (the TCR binds to the epitope). (3) The epitope is FVDGVPFVV. The TCR CDR3 sequence is CAISETGRVETQYF. Result: 1 (the TCR binds to the epitope). (4) The epitope is TAFTIPSI. The TCR CDR3 sequence is CSVGNGATGELFF. Result: 0 (the TCR does not bind to the epitope). (5) The epitope is FLYNLLTRV. The TCR CDR3 sequence is CASSLLGGEAFF. Result: 0 (the TCR does not bind to the epitope). (6) The epitope is LLDFVRFMGV. The TCR CDR3 sequence is CASSIFWQSNTEAFF. Result: 0 (the TCR does not bind to the epitope). (7) The epitope is YIFFASFYY. The TCR CDR3 sequence is CASSLSLVGNSPLHF. Result: 1 (the TCR binds to the epitope).